From a dataset of Reaction yield outcomes from USPTO patents with 853,638 reactions. Predict the reaction yield, written as a fraction of the theoretical maximum amount of product (1.0 means a 100% yield; for example, 0.34 means a 34% yield). (1) The reactants are FC(F)(F)S(O[C:7]1[C:18]([CH3:19])=[N:17][C:10]2[N:11]=[C:12]([NH:15][CH3:16])[N:13]=[CH:14][C:9]=2[CH:8]=1)(=O)=O.[F:22][C:23]1[CH:29]=[C:28]([CH3:30])[C:27](B2OC(C)(C)C(C)(C)O2)=[CH:26][C:24]=1[NH2:25].C([O-])(O)=O.[Na+]. The catalyst is O1CCOCC1.O.C1C=CC([P]([Pd]([P](C2C=CC=CC=2)(C2C=CC=CC=2)C2C=CC=CC=2)([P](C2C=CC=CC=2)(C2C=CC=CC=2)C2C=CC=CC=2)[P](C2C=CC=CC=2)(C2C=CC=CC=2)C2C=CC=CC=2)(C2C=CC=CC=2)C2C=CC=CC=2)=CC=1. The product is [NH2:25][C:24]1[C:23]([F:22])=[CH:29][C:28]([CH3:30])=[C:27]([C:7]2[C:18]([CH3:19])=[N:17][C:10]3[N:11]=[C:12]([NH:15][CH3:16])[N:13]=[CH:14][C:9]=3[CH:8]=2)[CH:26]=1. The yield is 0.890. (2) The product is [O:38]=[S:2]1(=[O:1])[CH2:3][CH2:4][CH:5]([N:8]([CH3:37])[S:9]([C:12]2[CH:13]=[CH:14][C:15]([C:18]3[CH:23]=[CH:22][N:21]=[C:20]4[NH:24][C:25]([CH3:27])=[CH:26][C:19]=34)=[CH:16][CH:17]=2)(=[O:10])=[O:11])[CH2:6][CH2:7]1. The reactants are [O:1]=[S:2]1(=[O:38])[CH2:7][CH2:6][CH:5]([N:8]([CH3:37])[S:9]([C:12]2[CH:17]=[CH:16][C:15]([C:18]3[CH:23]=[CH:22][N:21]=[C:20]4[N:24](S(C5C=CC=CC=5)(=O)=O)[C:25]([CH3:27])=[CH:26][C:19]=34)=[CH:14][CH:13]=2)(=[O:11])=[O:10])[CH2:4][CH2:3]1. The catalyst is [OH-].[Na+].O1CCOCC1. The yield is 0.560.